Dataset: Forward reaction prediction with 1.9M reactions from USPTO patents (1976-2016). Task: Predict the product of the given reaction. (1) Given the reactants OC(C(F)(F)F)=O.[CH3:8][N:9]([CH3:29])[C@H:10]([C:22]1[CH:27]=[CH:26][CH:25]=[CH:24][C:23]=1[F:28])[C:11]([O:13][C@H](C1C=CC=CC=1)C)=[O:12], predict the reaction product. The product is: [CH3:8][N:9]([CH3:29])[C@H:10]([C:22]1[CH:27]=[CH:26][CH:25]=[CH:24][C:23]=1[F:28])[C:11]([OH:13])=[O:12]. (2) Given the reactants [N:1]1[CH:6]=[CH:5][CH:4]=[C:3]([C:7]2[S:8][C:9]([C:13]([OH:15])=O)=[C:10](C)[N:11]=2)[CH:2]=1.[NH2:16]C1C=CC=CC=1, predict the reaction product. The product is: [N:1]1[CH:6]=[CH:5][CH:4]=[C:3]([C:7]2[S:8][C:9]([C:13]([NH2:16])=[O:15])=[CH:10][N:11]=2)[CH:2]=1.